This data is from Experimentally validated miRNA-target interactions with 360,000+ pairs, plus equal number of negative samples. The task is: Binary Classification. Given a miRNA mature sequence and a target amino acid sequence, predict their likelihood of interaction. The miRNA is hsa-miR-323b-3p with sequence CCCAAUACACGGUCGACCUCUU. The protein sequence of the target gene is MKDCSNGCSAPFAGERGSEEVAETFRAKDLIITPATVLKEKPDPDSLVFGATFTDHMLTVEWSSASGWEKPHIKPFGNLPIHPAASVLHYAVELFEGLKAFRGVDNKIRLFRPDLNMDRMCRSAVRTTLPMFDKEELLKCILQLLQIDQEWVPYSTSASLYIRPTFIGTEPSLGVKKPSKALLFVILSPVGPYFSSGSFTPVSLWANPKYIRAWKGGTGDCKMGGNYGASLLAQCEAVENGCQQVLWLYGKDNQITEVGTMNLFLYWINEDGEEELATPPLDGIILPGVTRQSILELAQQ.... Result: 0 (no interaction).